Dataset: Peptide-MHC class II binding affinity with 134,281 pairs from IEDB. Task: Regression. Given a peptide amino acid sequence and an MHC pseudo amino acid sequence, predict their binding affinity value. This is MHC class II binding data. (1) The peptide sequence is AEHQAIISDVLTASD. The MHC is DRB5_0101 with pseudo-sequence DRB5_0101. The binding affinity (normalized) is 0. (2) The peptide sequence is EKKYFAATQTEPLAA. The MHC is DRB1_1001 with pseudo-sequence DRB1_1001. The binding affinity (normalized) is 0.804. (3) The peptide sequence is DVCGMFTNRSGSQQW. The MHC is HLA-DPA10201-DPB10101 with pseudo-sequence HLA-DPA10201-DPB10101. The binding affinity (normalized) is 0.0754. (4) The peptide sequence is FRAAMATTANVPPAD. The MHC is HLA-DQA10102-DQB10602 with pseudo-sequence HLA-DQA10102-DQB10602. The binding affinity (normalized) is 0.423. (5) The peptide sequence is VNKYLKVVFIPNYNV. The MHC is HLA-DQA10301-DQB10302 with pseudo-sequence HLA-DQA10301-DQB10302. The binding affinity (normalized) is 0.140. (6) The peptide sequence is KTLEAAFTVSSKRNL. The MHC is DRB1_0901 with pseudo-sequence DRB1_0901. The binding affinity (normalized) is 0.446. (7) The peptide sequence is DFREFSRAKGLNQEI. The MHC is HLA-DQA10301-DQB10302 with pseudo-sequence HLA-DQA10301-DQB10302. The binding affinity (normalized) is 0.395.